The task is: Predict the reactants needed to synthesize the given product.. This data is from Full USPTO retrosynthesis dataset with 1.9M reactions from patents (1976-2016). (1) Given the product [F:31][C:20]1[CH:19]=[C:18]([C:15]2[N:14]=[C:13]([C@@H:11]([OH:10])[CH3:12])[O:17][N:16]=2)[CH:30]=[CH:29][C:21]=1[C:22]([O:24][C:25]([CH3:28])([CH3:27])[CH3:26])=[O:23], predict the reactants needed to synthesize it. The reactants are: C(=O)([O-])[O-].[K+].[K+].C([O:10][C@H:11]([C:13]1[O:17][N:16]=[C:15]([C:18]2[CH:30]=[CH:29][C:21]([C:22]([O:24][C:25]([CH3:28])([CH3:27])[CH3:26])=[O:23])=[C:20]([F:31])[CH:19]=2)[N:14]=1)[CH3:12])(=O)C.Cl. (2) Given the product [S:35](=[O:37])(=[O:36])([O:15][CH2:14][C@@H:13]1[C@@H:9]([O:8][Si:1]([C:4]([CH3:5])([CH3:6])[CH3:7])([CH3:2])[CH3:3])[CH2:10][C@H:11]([N:16]2[C:20]3[N:21]=[CH:22][N:23]=[C:24]([NH:25][C:26](=[O:33])[C:27]4[CH:28]=[CH:29][CH:30]=[CH:31][CH:32]=4)[C:19]=3[CH:18]=[CH:17]2)[O:12]1)[NH2:38], predict the reactants needed to synthesize it. The reactants are: [Si:1]([O:8][C@@H:9]1[C@@H:13]([CH2:14][OH:15])[O:12][C@@H:11]([N:16]2[C:20]3[N:21]=[CH:22][N:23]=[C:24]([NH:25][C:26](=[O:33])[C:27]4[CH:32]=[CH:31][CH:30]=[CH:29][CH:28]=4)[C:19]=3[CH:18]=[CH:17]2)[CH2:10]1)([C:4]([CH3:7])([CH3:6])[CH3:5])([CH3:3])[CH3:2].Cl[S:35]([NH2:38])(=[O:37])=[O:36]. (3) Given the product [OH:6][CH:5]([CH2:4][OH:3])[CH2:7][O:8][NH:9][C:10]([C:12]1[C:20]([NH:21][C:22]2[CH:27]=[CH:26][C:25]([Br:28])=[CH:24][C:23]=2[Cl:29])=[C:19]([F:30])[C:15]2[N:16]=[N:17][S:18][C:14]=2[CH:13]=1)=[O:11], predict the reactants needed to synthesize it. The reactants are: CC1(C)[O:6][CH:5]([CH2:7][O:8][NH:9][C:10]([C:12]2[C:20]([NH:21][C:22]3[CH:27]=[CH:26][C:25]([Br:28])=[CH:24][C:23]=3[Cl:29])=[C:19]([F:30])[C:15]3[N:16]=[N:17][S:18][C:14]=3[CH:13]=2)=[O:11])[CH2:4][O:3]1.Cl.C(=O)(O)[O-].[Na+]. (4) Given the product [ClH:1].[Cl:1][C:2]1[CH:3]=[C:4]([CH:27]=[CH:28][C:29]=1[O:30][CH2:31][C:32]1[CH:37]=[CH:36][CH:35]=[C:34]([F:38])[CH:33]=1)[NH:5][C:6]1[C:15]2[C:10](=[CH:11][C:12]([O:22][CH2:23][CH2:24][CH2:25][N:43]3[CH2:44][CH2:45][N:40]([CH3:39])[CH2:41][CH2:42]3)=[CH:13][C:14]=2[O:16][CH:17]2[CH2:21][CH2:20][CH2:19][CH2:18]2)[N:9]=[CH:8][N:7]=1, predict the reactants needed to synthesize it. The reactants are: [Cl:1][C:2]1[CH:3]=[C:4]([CH:27]=[CH:28][C:29]=1[O:30][CH2:31][C:32]1[CH:37]=[CH:36][CH:35]=[C:34]([F:38])[CH:33]=1)[NH:5][C:6]1[C:15]2[C:10](=[CH:11][C:12]([O:22][CH2:23][CH2:24][CH2:25]Cl)=[CH:13][C:14]=2[O:16][CH:17]2[CH2:21][CH2:20][CH2:19][CH2:18]2)[N:9]=[CH:8][N:7]=1.[CH3:39][N:40]1[CH2:45][CH2:44][NH:43][CH2:42][CH2:41]1.